Dataset: Forward reaction prediction with 1.9M reactions from USPTO patents (1976-2016). Task: Predict the product of the given reaction. (1) Given the reactants [Cl:1][C:2]1[CH:29]=[CH:28][CH:27]=[C:26]([Cl:30])[C:3]=1[C:4]([NH:6][C@H:7]([C:23](O)=[O:24])[CH2:8][C:9]1[CH:14]=[CH:13][C:12]([C:15]2[CH:20]=[CH:19][CH:18]=[CH:17][C:16]=2[O:21][CH3:22])=[CH:11][CH:10]=1)=[O:5].[C:31]([NH:35][OH:36])([CH3:34])([CH3:33])[CH3:32].CN([P+](ON1N=NC2C=CC=CC1=2)(N(C)C)N(C)C)C.F[P-](F)(F)(F)(F)F.CCN(C(C)C)C(C)C, predict the reaction product. The product is: [C:31]([N:35]([OH:36])[C:23](=[O:24])[C@H:7]([CH2:8][C:9]1[CH:10]=[CH:11][C:12]([C:15]2[CH:20]=[CH:19][CH:18]=[CH:17][C:16]=2[O:21][CH3:22])=[CH:13][CH:14]=1)[NH:6][C:4](=[O:5])[C:3]1[C:2]([Cl:1])=[CH:29][CH:28]=[CH:27][C:26]=1[Cl:30])([CH3:34])([CH3:33])[CH3:32]. (2) Given the reactants CO[C:3]1[CH:4]=[C:5]([C:11]2[N:12]=[C:13]3[CH:21]=[CH:20][C:19]([C:22]4[CH2:27][CH2:26][N:25]([C:28]([O:30][C:31]([CH3:34])([CH3:33])[CH3:32])=[O:29])[CH2:24][CH:23]=4)=[CH:18][N:14]3[C:15](=[O:17])[CH:16]=2)[CH:6]=[CH:7][C:8]=1OC.[CH3:35][N:36]1C2C(=CC(B3OC(C)(C)C(C)(C)O3)=CC=2)[CH:38]=[N:37]1.C(=O)([O-])[O-].[K+].[K+], predict the reaction product. The product is: [CH3:38][N:37]1[C:8]2[C:3](=[CH:4][C:5]([C:11]3[N:12]=[C:13]4[CH:21]=[CH:20][C:19]([C:22]5[CH2:27][CH2:26][N:25]([C:28]([O:30][C:31]([CH3:32])([CH3:33])[CH3:34])=[O:29])[CH2:24][CH:23]=5)=[CH:18][N:14]4[C:15](=[O:17])[CH:16]=3)=[CH:6][CH:7]=2)[CH:35]=[N:36]1. (3) Given the reactants [CH2:1]([O:5][CH2:6][CH2:7][O:8][C:9]1[CH:14]=[CH:13][C:12]([C:15]2[CH:16]=[CH:17][C:18]3[N:24]([CH2:25][CH2:26][CH3:27])[CH2:23][CH2:22][C:21]([C:28]([NH:30][C:31]4[CH:36]=[CH:35][C:34]([S:37][CH2:38][C:39]5[N:43]([CH3:44])[CH:42]=[N:41][N:40]=5)=[CH:33][CH:32]=4)=[O:29])=[CH:20][C:19]=3[CH:45]=2)=[CH:11][CH:10]=1)[CH2:2][CH2:3][CH3:4].ClC1C=CC=C(C(OO)=[O:54])C=1.S([O-])([O-])(=O)=S.[Na+].[Na+], predict the reaction product. The product is: [CH2:1]([O:5][CH2:6][CH2:7][O:8][C:9]1[CH:10]=[CH:11][C:12]([C:15]2[CH:16]=[CH:17][C:18]3[N:24]([CH2:25][CH2:26][CH3:27])[CH2:23][CH2:22][C:21]([C:28]([NH:30][C:31]4[CH:32]=[CH:33][C:34]([S:37]([CH2:38][C:39]5[N:43]([CH3:44])[CH:42]=[N:41][N:40]=5)=[O:54])=[CH:35][CH:36]=4)=[O:29])=[CH:20][C:19]=3[CH:45]=2)=[CH:13][CH:14]=1)[CH2:2][CH2:3][CH3:4]. (4) Given the reactants [C:1]([O:5][C:6](=[O:30])[CH2:7][C@@H:8]([CH2:24][CH:25]1[CH2:29][CH2:28][CH2:27][CH2:26]1)[C:9](N1[C@@H](CC2C=CC=CC=2)COC1=O)=[O:10])([CH3:4])([CH3:3])[CH3:2].OO.[Li+].[OH-].S([O-])([O-])=[O:36].[Na+].[Na+].C(=O)(O)[O-].[Na+], predict the reaction product. The product is: [C:1]([O:5][C:6](=[O:30])[CH2:7][C@@H:8]([CH2:24][CH:25]1[CH2:29][CH2:28][CH2:27][CH2:26]1)[C:9]([OH:10])=[O:36])([CH3:2])([CH3:3])[CH3:4]. (5) Given the reactants Cl[C:2]1[C:3]2[CH:10]=[CH:9][N:8]([CH:11]3[CH2:16][CH2:15][N:14]([C:17]([O:19][C:20]([CH3:23])([CH3:22])[CH3:21])=[O:18])[CH2:13][CH2:12]3)[C:4]=2[N:5]=[CH:6][N:7]=1.C1N2CCN(CC2)C1.C(=O)([O-])[O-:33].[K+].[K+].O1CCOCC1, predict the reaction product. The product is: [O:33]=[C:2]1[NH:7][CH:6]=[N:5][C:4]2[N:8]([CH:11]3[CH2:16][CH2:15][N:14]([C:17]([O:19][C:20]([CH3:23])([CH3:22])[CH3:21])=[O:18])[CH2:13][CH2:12]3)[CH:9]=[CH:10][C:3]1=2. (6) Given the reactants [C:1]([O:5][C:6]([N:8]1[CH2:13][CH2:12][CH:11]([C:14]2[CH:15]=[C:16]3[C:25](=[CH:26][C:27]=2Br)[O:24][CH2:23][C:22]2[N:17]3[CH:18]([CH3:30])[C:19](=[O:29])[NH:20][N:21]=2)[CH2:10][CH2:9]1)=[O:7])([CH3:4])([CH3:3])[CH3:2].[CH3:31]B1OB(C)OB(C)O1.C([O-])([O-])=O.[K+].[K+], predict the reaction product. The product is: [C:1]([O:5][C:6]([N:8]1[CH2:13][CH2:12][CH:11]([C:14]2[CH:15]=[C:16]3[C:25](=[CH:26][C:27]=2[CH3:31])[O:24][CH2:23][C:22]2[N:17]3[CH:18]([CH3:30])[C:19](=[O:29])[NH:20][N:21]=2)[CH2:10][CH2:9]1)=[O:7])([CH3:4])([CH3:3])[CH3:2]. (7) Given the reactants [CH3:1][C:2]1[C:7]2[N:8]=[N:9][N:10]([CH2:13][C:14]([OH:16])=O)[C:11](=[O:12])[C:6]=2[CH:5]=[CH:4][CH:3]=1.[CH3:17][O:18][C:19]1[CH:24]=[CH:23][C:22]([C@@H:25]([NH2:27])[CH3:26])=[CH:21][CH:20]=1, predict the reaction product. The product is: [CH3:17][O:18][C:19]1[CH:24]=[CH:23][C:22]([C@@H:25]([NH:27][C:14](=[O:16])[CH2:13][N:10]2[C:11](=[O:12])[C:6]3[CH:5]=[CH:4][CH:3]=[C:2]([CH3:1])[C:7]=3[N:8]=[N:9]2)[CH3:26])=[CH:21][CH:20]=1. (8) Given the reactants [CH2:1]([N:5]1[C:10](=[O:11])[C:9]([CH2:12]OS(C)(=O)=O)=[CH:8][C:7]([C:18]2[CH:23]=[CH:22][C:21]([S:24][CH3:25])=[CH:20][CH:19]=2)=[N:6]1)[CH:2]([CH3:4])[CH3:3].[CH3:26][N:27]1[CH2:32][CH2:31][NH:30][CH2:29][CH2:28]1, predict the reaction product. The product is: [CH2:1]([N:5]1[C:10](=[O:11])[C:9]([CH2:12][N:30]2[CH2:31][CH2:32][N:27]([CH3:26])[CH2:28][CH2:29]2)=[CH:8][C:7]([C:18]2[CH:23]=[CH:22][C:21]([S:24][CH3:25])=[CH:20][CH:19]=2)=[N:6]1)[CH:2]([CH3:4])[CH3:3].